This data is from Reaction yield outcomes from USPTO patents with 853,638 reactions. The task is: Predict the reaction yield, written as a fraction of the theoretical maximum amount of product (1.0 means a 100% yield; for example, 0.34 means a 34% yield). The reactants are Cl[C:2]1[C:11]2[C:6](=[CH:7][C:8]([CH3:12])=[CH:9][CH:10]=2)[N:5]=[C:4]([C:13]2[CH:18]=[CH:17][CH:16]=[CH:15][C:14]=2[O:19]C)[N:3]=1.COC1C=CC=CC=1C1N=[C:37]([NH:39][CH2:40][C:41]2[O:42][C:43]([CH3:46])=[N:44][N:45]=2)C2C(=CC(C)=CC=2)N=1.C(O)(=O)C(O)=O.CC1OC(CN)=NN=1.C(N(CC)CC)C. The catalyst is CN(C=O)C. The product is [CH3:12][C:8]1[CH:7]=[C:6]2[C:11]([C:2]([N:39]([CH3:37])[CH2:40][C:41]3[O:42][C:43]([CH3:46])=[N:44][N:45]=3)=[N:3][C:4]([C:13]3[CH:18]=[CH:17][CH:16]=[CH:15][C:14]=3[OH:19])=[N:5]2)=[CH:10][CH:9]=1. The yield is 0.560.